This data is from Peptide-MHC class I binding affinity with 185,985 pairs from IEDB/IMGT. The task is: Regression. Given a peptide amino acid sequence and an MHC pseudo amino acid sequence, predict their binding affinity value. This is MHC class I binding data. (1) The peptide sequence is SLRLSCAASGF. The MHC is HLA-A24:02 with pseudo-sequence HLA-A24:02. The binding affinity (normalized) is 0.332. (2) The peptide sequence is YRAVLRYMM. The MHC is HLA-B48:01 with pseudo-sequence HLA-B48:01. The binding affinity (normalized) is 0.0847. (3) The peptide sequence is CPNSYDSIM. The MHC is HLA-B07:02 with pseudo-sequence HLA-B07:02. The binding affinity (normalized) is 0.542. (4) The peptide sequence is SVPEPAAGI. The MHC is HLA-A02:01 with pseudo-sequence HLA-A02:01. The binding affinity (normalized) is 0.378. (5) The peptide sequence is WMRGRGRAL. The MHC is HLA-B58:01 with pseudo-sequence HLA-B58:01. The binding affinity (normalized) is 0.0847. (6) The peptide sequence is LSYSQTMLL. The MHC is HLA-A02:01 with pseudo-sequence HLA-A02:01. The binding affinity (normalized) is 0.166.